Dataset: Catalyst prediction with 721,799 reactions and 888 catalyst types from USPTO. Task: Predict which catalyst facilitates the given reaction. (1) Reactant: [OH:1][C@@H:2]1[C@@H:10]([CH2:11][NH:12][CH3:13])[O:9][C@H:8]2[C@H:4]([N:5]=[C:6]([N:14](C)[C:15](=O)OC(C)(C)C)[S:7]2)[C@H:3]1[OH:23].[ClH:24]. Product: [CH3:15][NH:14][C:6]1[S:7][C@H:8]2[O:9][C@H:10]([CH2:11][NH:12][CH3:13])[C@@H:2]([OH:1])[C@H:3]([OH:23])[C@H:4]2[N:5]=1.[ClH:24]. The catalyst class is: 5. (2) Reactant: Br[C:2]1[CH:3]=[C:4]([N+:17]([O-:19])=[O:18])[C:5]2[C:9]([CH:10]=1)=[N:8][N:7]([CH:11]1[CH2:16][CH2:15][CH2:14][CH2:13][O:12]1)[CH:6]=2.[CH3:20][C:21]1[CH:22]=[C:23](B(O)O)[CH:24]=[CH:25][CH:26]=1.O1CCOCC1.C(=O)([O-])[O-].[Na+].[Na+]. Product: [CH3:20][C:21]1[CH:26]=[C:25]([C:2]2[CH:3]=[C:4]([N+:17]([O-:19])=[O:18])[C:5]3[C:9]([CH:10]=2)=[N:8][N:7]([CH:11]2[CH2:16][CH2:15][CH2:14][CH2:13][O:12]2)[CH:6]=3)[CH:24]=[CH:23][CH:22]=1. The catalyst class is: 263. (3) Reactant: C(O/[CH:6]=[CH:7]/[C:8](=O)[C:9]([F:12])([F:11])[F:10])CCC.[CH2:14]([O:16][C:17](=[O:25])[CH2:18][C:19]([NH2:24])=[N:20][NH:21][CH:22]=[O:23])[CH3:15]. Product: [CH2:14]([O:16][C:17](=[O:25])[C:18]1[CH:6]=[CH:7][C:8]([C:9]([F:10])([F:11])[F:12])=[N:24][C:19]=1[NH:20][NH:21][CH:22]=[O:23])[CH3:15]. The catalyst class is: 8. (4) Reactant: [Na:1][Na].[I:3][CH2:4][CH2:5][CH2:6][CH2:7][P:8](=[O:11])([OH:10])[OH:9].C(OP(CCCCBr)(=O)OCC)C.I. Product: [I:3][CH2:4][CH2:5][CH2:6][CH2:7][P:8](=[O:9])([OH:11])[OH:10].[Na+:1].[Na+:1].[I:3][CH2:4][CH2:5][CH2:6][CH2:7][P:8](=[O:9])([O-:11])[O-:10]. The catalyst class is: 6. (5) The catalyst class is: 340. Reactant: [Cl:1][C:2]1[CH:7]=[C:6]([CH:8]([F:10])[F:9])[CH:5]=[CH:4][N:3]=1.[Cl:11]N1C(=O)N(Cl)C(=O)N(Cl)C1=O. Product: [Cl:1][C:2]1[CH:7]=[C:6]([C:8]([Cl:11])([F:10])[F:9])[CH:5]=[CH:4][N:3]=1. (6) Reactant: [CH:1]([C:3]1[CH:10]=[CH:9][C:6]([C:7]#[N:8])=[CH:5][C:4]=1[O:11][CH3:12])=O.[S:13]1[C:17]2[CH2:18][CH2:19][CH2:20][CH2:21][C:16]=2[N:15]=[C:14]1[CH2:22][C:23]([CH3:25])=O.[NH2:26]/[C:27](/[CH3:31])=[CH:28]\[C:29]#[N:30]. Product: [C:7]([C:6]1[CH:9]=[CH:10][C:3]([CH:1]2[C:22]([C:14]3[S:13][C:17]4[CH2:18][CH2:19][CH2:20][CH2:21][C:16]=4[N:15]=3)=[C:23]([CH3:25])[NH:26][C:27]([CH3:31])=[C:28]2[C:29]#[N:30])=[C:4]([O:11][CH3:12])[CH:5]=1)#[N:8]. The catalyst class is: 32.